Task: Predict the product of the given reaction.. Dataset: Forward reaction prediction with 1.9M reactions from USPTO patents (1976-2016) (1) Given the reactants [CH3:1][C:2]1([CH3:18])[CH2:16][C:6]2[N:7]=[C:8]([N:10]3[CH2:15][CH2:14][O:13][CH2:12][CH2:11]3)[S:9][C:5]=2[C:4](=O)[CH2:3]1.O.[NH2:20][NH2:21].CC(O)=O.C([O-])(O)=O.[Na+], predict the reaction product. The product is: [CH3:1][C:2]1([CH3:18])[CH2:16][C:6]2[N:7]=[C:8]([N:10]3[CH2:15][CH2:14][O:13][CH2:12][CH2:11]3)[S:9][C:5]=2/[C:4](=[N:20]/[NH2:21])/[CH2:3]1. (2) Given the reactants [CH2:1]([N:3]([CH2:25][CH3:26])[CH2:4][CH2:5][CH2:6][NH:7][C:8]1[N:17]=[C:16]([NH:18][CH:19]2[CH2:24][CH2:23][NH:22][CH2:21][CH2:20]2)[C:15]2[C:10](=[CH:11][CH:12]=[CH:13][CH:14]=2)[N:9]=1)[CH3:2].[CH3:27][N:28]1[C:36]2[C:31](=[CH:32][CH:33]=[CH:34][C:35]=2[CH:37]=O)[CH:30]=[CH:29]1.[BH3-]C#N.[Na+], predict the reaction product. The product is: [CH2:25]([N:3]([CH2:1][CH3:2])[CH2:4][CH2:5][CH2:6][NH:7][C:8]1[N:17]=[C:16]([NH:18][CH:19]2[CH2:24][CH2:23][N:22]([CH2:37][C:35]3[CH:34]=[CH:33][CH:32]=[C:31]4[C:36]=3[N:28]([CH3:27])[CH:29]=[CH:30]4)[CH2:21][CH2:20]2)[C:15]2[C:10](=[CH:11][CH:12]=[CH:13][CH:14]=2)[N:9]=1)[CH3:26].